Dataset: Full USPTO retrosynthesis dataset with 1.9M reactions from patents (1976-2016). Task: Predict the reactants needed to synthesize the given product. (1) Given the product [CH3:1][C:2]1[CH:3]=[C:4]2[C:9](=[CH:10][CH:11]=1)[N:8]=[C:7]([S:12]([CH3:15])(=[O:14])=[O:13])[C:6]([CH2:16][C:17]1[CH:18]=[C:19]([CH:23]=[CH:24][N:25]=1)[C:20]([OH:22])=[O:21])=[CH:5]2, predict the reactants needed to synthesize it. The reactants are: [CH3:1][C:2]1[CH:3]=[C:4]2[C:9](=[CH:10][CH:11]=1)[N:8]=[C:7]([S:12]([CH3:15])(=[O:14])=[O:13])[C:6]([CH2:16][C:17]1[CH:18]=[C:19]([CH:23]=[CH:24][N:25]=1)[C:20]([O-:22])=[O:21])=[CH:5]2.O[Li].O.Cl. (2) Given the product [Cl:13][C:4]1[CH:3]=[C:2]([N:1]=[C:19]=[S:20])[CH:12]=[CH:11][C:5]=1[C:6]([N:8]([CH3:10])[CH3:9])=[O:7], predict the reactants needed to synthesize it. The reactants are: [NH2:1][C:2]1[CH:12]=[CH:11][C:5]([C:6]([N:8]([CH3:10])[CH3:9])=[O:7])=[C:4]([Cl:13])[CH:3]=1.C(=O)([O-])[O-].[Ca+2].[C:19](Cl)(Cl)=[S:20].Cl. (3) Given the product [Br:7][C:8]1[C:9]([N:21]2[CH2:26][CH2:25][CH2:24][C@@H:23]([NH:27][C:28]([O:29][C:30]([CH3:33])([CH3:32])[CH3:31])=[O:34])[CH2:22]2)=[C:10]2[C:16]([N+:17]([O-:19])=[O:18])=[CH:15][NH:14][C:11]2=[N:12][CH:13]=1, predict the reactants needed to synthesize it. The reactants are: CC(O)(CC)C.[Br:7][C:8]1[C:9](Cl)=[C:10]2[C:16]([N+:17]([O-:19])=[O:18])=[CH:15][NH:14][C:11]2=[N:12][CH:13]=1.[NH:21]1[CH2:26][CH2:25][CH2:24][C@@H:23]([NH:27][C:28](=[O:34])[O:29][C:30]([CH3:33])([CH3:32])[CH3:31])[CH2:22]1.CN1CCOCC1. (4) The reactants are: Cl[C:2]1[CH:11]=[CH:10][C:9]2[C:4](=[CH:5][CH:6]=[C:7](Cl)[CH:8]=2)[N:3]=1.[CH3:13][C:14]1[O:18][C:17]([CH2:19][NH2:20])=[CH:16][CH:15]=1.[CH3:21][O:22][CH2:23][CH2:24][NH2:25]. Given the product [CH3:21][O:22][CH2:23][CH2:24][NH:25][C:7]1[CH:8]=[C:9]2[C:4](=[CH:5][CH:6]=1)[N:3]=[C:2]([NH:20][CH2:19][C:17]1[O:18][C:14]([CH3:13])=[CH:15][CH:16]=1)[CH:11]=[CH:10]2, predict the reactants needed to synthesize it.